From a dataset of NCI-60 drug combinations with 297,098 pairs across 59 cell lines. Regression. Given two drug SMILES strings and cell line genomic features, predict the synergy score measuring deviation from expected non-interaction effect. (1) Drug 1: C1CN1P(=S)(N2CC2)N3CC3. Drug 2: C1=NC2=C(N1)C(=S)N=CN2. Cell line: CAKI-1. Synergy scores: CSS=31.0, Synergy_ZIP=-2.41, Synergy_Bliss=1.24, Synergy_Loewe=-17.3, Synergy_HSA=1.02. (2) Drug 1: CC1C(C(=O)NC(C(=O)N2CCCC2C(=O)N(CC(=O)N(C(C(=O)O1)C(C)C)C)C)C(C)C)NC(=O)C3=C4C(=C(C=C3)C)OC5=C(C(=O)C(=C(C5=N4)C(=O)NC6C(OC(=O)C(N(C(=O)CN(C(=O)C7CCCN7C(=O)C(NC6=O)C(C)C)C)C)C(C)C)C)N)C. Drug 2: CC(C)(C#N)C1=CC(=CC(=C1)CN2C=NC=N2)C(C)(C)C#N. Cell line: MDA-MB-231. Synergy scores: CSS=-1.05, Synergy_ZIP=-0.995, Synergy_Bliss=-1.73, Synergy_Loewe=-0.885, Synergy_HSA=-1.04.